This data is from Full USPTO retrosynthesis dataset with 1.9M reactions from patents (1976-2016). The task is: Predict the reactants needed to synthesize the given product. (1) Given the product [Br:1][C:2]1[CH:3]=[C:4]2[C:10]([CH:29]=[O:30])=[CH:9][N:8]([S:12]([C:15]3[CH:21]=[CH:20][C:18]([CH3:19])=[CH:17][CH:16]=3)(=[O:14])=[O:13])[C:5]2=[N:6][CH:7]=1, predict the reactants needed to synthesize it. The reactants are: [Br:1][C:2]1[CH:3]=[C:4]2[C:10](I)=[CH:9][N:8]([S:12]([C:15]3[CH:21]=[CH:20][C:18]([CH3:19])=[CH:17][CH:16]=3)(=[O:14])=[O:13])[C:5]2=[N:6][CH:7]=1.C([Mg]Br)(C)C.CN(C)[CH:29]=[O:30]. (2) Given the product [CH2:34]([C:36]1[CH:44]=[CH:43][C:39]([CH2:40][C:4]2[C:3]3[C:7](=[CH:8][CH:9]=[CH:10][C:2]=3[CH3:1])[N:6]([C@@H:11]3[O:28][C@H:27]([CH2:29][OH:30])[C@@H:22]([OH:23])[C@H:17]([OH:18])[C@H:12]3[OH:13])[CH:5]=2)=[CH:38][CH:37]=1)[CH3:35], predict the reactants needed to synthesize it. The reactants are: [CH3:1][C:2]1[CH:10]=[CH:9][CH:8]=[C:7]2[C:3]=1[CH:4]=[CH:5][N:6]2[C@@H:11]1[O:28][C@H:27]([CH2:29][O:30]C(=O)C)[C@@H:22]([O:23]C(=O)C)[C@H:17]([O:18]C(=O)C)[C@H:12]1[O:13]C(=O)C.[CH2:34]([C:36]1[CH:44]=[CH:43][C:39]([C:40](Cl)=O)=[CH:38][CH:37]=1)[CH3:35]. (3) The reactants are: [F:1][C:2]1[CH:3]=[C:4]([CH:46]=[C:47]([F:49])[CH:48]=1)[CH2:5][C@H:6]1[C@@H:10]([C@H:11]2[CH2:20][C:19]3[C:14](=[C:15]([O:21][Si](C(C)C)(C(C)C)C(C)C)[CH:16]=[CH:17][CH:18]=3)[CH2:13][N:12]2[CH:32]([C:39]2[CH:44]=[CH:43][CH:42]=[CH:41][CH:40]=2)[C:33]2[CH:38]=[CH:37][CH:36]=[CH:35][CH:34]=2)[O:9][C:8](=[O:45])[NH:7]1.[F-].C([N+](CCCC)(CCCC)CCCC)CCC. Given the product [F:49][C:47]1[CH:46]=[C:4]([CH:3]=[C:2]([F:1])[CH:48]=1)[CH2:5][C@H:6]1[C@@H:10]([C@H:11]2[CH2:20][C:19]3[C:14](=[C:15]([OH:21])[CH:16]=[CH:17][CH:18]=3)[CH2:13][N:12]2[CH:32]([C:39]2[CH:40]=[CH:41][CH:42]=[CH:43][CH:44]=2)[C:33]2[CH:38]=[CH:37][CH:36]=[CH:35][CH:34]=2)[O:9][C:8](=[O:45])[NH:7]1, predict the reactants needed to synthesize it. (4) Given the product [F:1][C:2]1[CH:3]=[CH:4][C:5]([O:28][CH3:29])=[C:6]([C:8]2[CH:13]=[CH:12][N:11]=[C:10]3[N:14]([S:18]([C:21]4[CH:27]=[CH:26][C:24]([CH3:25])=[CH:23][CH:22]=4)(=[O:20])=[O:19])[C:15]([C:38]4[CH2:43][CH2:42][CH:41]([C:44]#[N:45])[CH2:40][CH:39]=4)=[CH:16][C:9]=23)[CH:7]=1, predict the reactants needed to synthesize it. The reactants are: [F:1][C:2]1[CH:3]=[CH:4][C:5]([O:28][CH3:29])=[C:6]([C:8]2[CH:13]=[CH:12][N:11]=[C:10]3[N:14]([S:18]([C:21]4[CH:27]=[CH:26][C:24]([CH3:25])=[CH:23][CH:22]=4)(=[O:20])=[O:19])[C:15](I)=[CH:16][C:9]=23)[CH:7]=1.CC1(C)C(C)(C)OB([C:38]2[CH2:43][CH2:42][CH:41]([C:44]#[N:45])[CH2:40][CH:39]=2)O1.C(=O)(O)[O-].[Na+]. (5) Given the product [ClH:41].[CH3:1][C:2]1[N:40]=[C:5]2[N:6]=[C:7]([C:16]3[CH:17]=[CH:18][C:19]([CH2:22][N:23]4[CH2:24][CH2:25][CH:26]([C:29]5[N:33]=[C:32]([C:34]6[CH:39]=[CH:38][CH:37]=[CH:36][N:35]=6)[NH:31][N:30]=5)[CH2:27][CH2:28]4)=[CH:20][CH:21]=3)[C:8]([C:10]3[CH:15]=[CH:14][CH:13]=[CH:12][CH:11]=3)=[CH:9][N:4]2[N:3]=1, predict the reactants needed to synthesize it. The reactants are: [CH3:1][C:2]1[N:40]=[C:5]2[N:6]=[C:7]([C:16]3[CH:21]=[CH:20][C:19]([CH2:22][N:23]4[CH2:28][CH2:27][CH:26]([C:29]5[N:33]=[C:32]([C:34]6[CH:39]=[CH:38][CH:37]=[CH:36][N:35]=6)[NH:31][N:30]=5)[CH2:25][CH2:24]4)=[CH:18][CH:17]=3)[C:8]([C:10]3[CH:15]=[CH:14][CH:13]=[CH:12][CH:11]=3)=[CH:9][N:4]2[N:3]=1.[ClH:41].